From a dataset of Full USPTO retrosynthesis dataset with 1.9M reactions from patents (1976-2016). Predict the reactants needed to synthesize the given product. Given the product [C:1]([O:5][C:6](=[O:13])[NH:7][CH2:8][CH2:9][CH2:10][CH2:11][NH:12][CH:14]([C:17]1[S:18][CH:19]=[CH:20][N:21]=1)[CH3:15])([CH3:4])([CH3:2])[CH3:3], predict the reactants needed to synthesize it. The reactants are: [C:1]([O:5][C:6](=[O:13])[NH:7][CH2:8][CH2:9][CH2:10][CH2:11][NH2:12])([CH3:4])([CH3:3])[CH3:2].[C:14]([C:17]1[S:18][CH:19]=[CH:20][N:21]=1)(=O)[CH3:15].[BH4-].[Na+].